This data is from Reaction yield outcomes from USPTO patents with 853,638 reactions. The task is: Predict the reaction yield, written as a fraction of the theoretical maximum amount of product (1.0 means a 100% yield; for example, 0.34 means a 34% yield). (1) The reactants are [Cl:1][C:2]1[CH:3]=[C:4]([C:9](=[O:11])[CH3:10])[CH:5]=[C:6]([CH3:8])[CH:7]=1.[Cl-].[NH4+]. The catalyst is O1CCCC1.CSC.B. The product is [Cl:1][C:2]1[CH:3]=[C:4]([C@H:9]([OH:11])[CH3:10])[CH:5]=[C:6]([CH3:8])[CH:7]=1. The yield is 1.00. (2) The reactants are [CH2:1]([O:8][N:9]([C:12]1[N:17]=[C:16]([NH:18][CH2:19][CH2:20][CH3:21])[N:15]=[C:14]([NH:22][CH2:23][CH2:24][CH3:25])[N:13]=1)[CH2:10]C)[C:2]1[CH:7]=[CH:6][CH:5]=[CH:4][CH:3]=1.[OH:26][S:27]([OH:30])(=[O:29])=[O:28]. No catalyst specified. The product is [S:27]([OH:30])([OH:29])(=[O:28])=[O:26].[CH2:1]([O:8][N:9]([C:12]1[N:13]=[C:14]([NH:22][CH2:23][CH2:24][CH3:25])[N:15]=[C:16]([NH:18][CH2:19][CH2:20][CH3:21])[N:17]=1)[CH3:10])[C:2]1[CH:7]=[CH:6][CH:5]=[CH:4][CH:3]=1. The yield is 1.00. (3) The reactants are [NH2:1][C:2]1[CH:3]=[N:4][N:5]([CH3:22])[C:6]=1[N:7]1[CH2:13][CH2:12][CH:11]([F:14])[CH:10]([NH:15]C(=O)C(F)(F)F)[CH2:9][CH2:8]1.C(OC([NH:30][C:31]1[S:35][C:34]([C:36]2[CH:41]=[CH:40][CH:39]=[CH:38][N:37]=2)=[N:33][C:32]=1[C:42](O)=[O:43])=O)(C)(C)C. No catalyst specified. The product is [NH2:30][C:31]1[S:35][C:34]([C:36]2[CH:41]=[CH:40][CH:39]=[CH:38][N:37]=2)=[N:33][C:32]=1[C:42]([NH:1][C:2]1[CH:3]=[N:4][N:5]([CH3:22])[C:6]=1[N:7]1[CH2:13][CH2:12][C@H:11]([F:14])[C@@H:10]([NH2:15])[CH2:9][CH2:8]1)=[O:43]. The yield is 0.740. (4) The catalyst is C(Cl)(Cl)Cl.C(OCC)(=O)C. The product is [F:27][C:28]1[CH:34]=[CH:33][CH:32]=[CH:31][C:29]=1[NH:30][C:24](=[O:25])[CH2:23][N:3]1[C:4]2[C:9](=[CH:8][CH:7]=[CH:6][CH:5]=2)[C:10]2([C:22]3[C:13](=[CH:14][C:15]4[O:20][CH2:19][CH2:18][O:17][C:16]=4[CH:21]=3)[O:12][CH2:11]2)[C:2]1=[O:1]. The reactants are [O:1]=[C:2]1[C:10]2([C:22]3[C:13](=[CH:14][C:15]4[O:20][CH2:19][CH2:18][O:17][C:16]=4[CH:21]=3)[O:12][CH2:11]2)[C:9]2[C:4](=[CH:5][CH:6]=[CH:7][CH:8]=2)[N:3]1[CH2:23][C:24](O)=[O:25].[F:27][C:28]1[CH:34]=[CH:33][CH:32]=[CH:31][C:29]=1[NH2:30].C(N(CC)CC)C.C(OC1C=CC2C(=CC=CC=2)N1C(OCC)=O)C. The yield is 0.120.